Dataset: HIV replication inhibition screening data with 41,000+ compounds from the AIDS Antiviral Screen. Task: Binary Classification. Given a drug SMILES string, predict its activity (active/inactive) in a high-throughput screening assay against a specified biological target. (1) The molecule is CCCC(C(=O)Nc1cccc2nc[nH]c12)C(=O)OCC. The result is 0 (inactive). (2) The compound is CC1=Nn2c(nc3sc4c(c3c2=O)CCCC4)SC1. The result is 0 (inactive). (3) The drug is CC(C)C(C(=O)N(C)C(Cc1ccccc1)C(=O)N(C)C(C(=O)N(C)C(C(=O)N1CCCC1C(=O)OC(C)(C)C)C(C)C)C(C)C)N(C)C. The result is 1 (active). (4) The compound is Oc1cccc(C2SCc3nc4ccccc4n32)c1. The result is 1 (active). (5) The compound is CCc1cc2c(oc3c4ccccc4ccc23)c(O)n1. The result is 0 (inactive).